From a dataset of Full USPTO retrosynthesis dataset with 1.9M reactions from patents (1976-2016). Predict the reactants needed to synthesize the given product. (1) Given the product [NH2:8][C:6]1[CH:5]=[C:4]([CH2:11][OH:12])[CH:3]=[C:2]([Br:1])[CH:7]=1, predict the reactants needed to synthesize it. The reactants are: [Br:1][C:2]1[CH:3]=[C:4]([CH2:11][OH:12])[CH:5]=[C:6]([N+:8]([O-])=O)[CH:7]=1. (2) Given the product [F:46][C:43]1[CH:44]=[CH:45][C:32]2[C:31](=[CH:30][C:16]3[CH:15]=[CH:14][C:13]4[N:9]([CH2:8][CH2:7][CH2:28][N:9]5[CH2:10][CH2:47][O:50][CH2:7][CH2:8]5)[C:10](=[O:27])[NH:11][C:12]=4[CH:17]=3)[C:37]3[CH:38]=[CH:39][CH:40]=[CH:41][C:36]=3[CH2:35][O:34][C:33]=2[CH:42]=1, predict the reactants needed to synthesize it. The reactants are: N1([CH:7]([CH3:28])[CH2:8][N:9]2[C:13]3[CH:14]=[CH:15][C:16](B4OC(C)(C)C(C)(C)O4)=[CH:17][C:12]=3[NH:11][C:10]2=[O:27])CCOCC1.Br[CH:30]=[C:31]1[C:37]2[CH:38]=[CH:39][CH:40]=[CH:41][C:36]=2[CH2:35][O:34][C:33]2[CH:42]=[C:43]([F:46])[CH:44]=[CH:45][C:32]1=2.[C:47]([O-:50])([O-])=O.[Na+].[Na+]. (3) Given the product [Si:1]([O:8][CH2:9][C:10]1[N:11]=[C:12]([C:15]2([C:21]3[CH:30]=[CH:29][C:24]([C:25]([OH:27])=[O:26])=[CH:23][CH:22]=3)[CH2:16][CH2:17][O:18][CH2:19][CH2:20]2)[S:13][CH:14]=1)([C:4]([CH3:7])([CH3:5])[CH3:6])([CH3:2])[CH3:3], predict the reactants needed to synthesize it. The reactants are: [Si:1]([O:8][CH2:9][C:10]1[N:11]=[C:12]([C:15]2([C:21]3[CH:30]=[CH:29][C:24]([C:25]([O:27]C)=[O:26])=[CH:23][CH:22]=3)[CH2:20][CH2:19][O:18][CH2:17][CH2:16]2)[S:13][CH:14]=1)([C:4]([CH3:7])([CH3:6])[CH3:5])([CH3:3])[CH3:2].[OH-].[Na+].Cl. (4) Given the product [OH:7][CH2:8][CH2:9][CH2:10][CH2:11][C:12]1[CH:17]=[CH:16][C:15]([C:18]2[N:19]=[C:20]([NH:23][C:24](=[O:26])[CH3:25])[S:21][CH:22]=2)=[CH:14][CH:13]=1, predict the reactants needed to synthesize it. The reactants are: C([O:7][CH2:8][CH2:9][CH2:10][CH2:11][C:12]1[CH:17]=[CH:16][C:15]([C:18]2[N:19]=[C:20]([NH:23][C:24](=[O:26])[CH3:25])[S:21][CH:22]=2)=[CH:14][CH:13]=1)(=O)C(C)(C)C.C[O-].[Na+]. (5) Given the product [O:25]1[C:29]2([CH2:34][CH2:33][CH:32]([N:23]3[CH:24]=[C:20]([C:6]4[C:5]5[C:9](=[CH:10][C:2]([F:1])=[CH:3][CH:4]=5)[N:8]([S:11]([C:14]5[CH:15]=[CH:16][CH:17]=[CH:18][CH:19]=5)(=[O:12])=[O:13])[CH:7]=4)[CH:21]=[N:22]3)[CH2:31][CH2:30]2)[O:28][CH2:27][CH2:26]1, predict the reactants needed to synthesize it. The reactants are: [F:1][C:2]1[CH:10]=[C:9]2[C:5]([C:6]([C:20]3[CH:21]=[N:22][NH:23][CH:24]=3)=[CH:7][N:8]2[S:11]([C:14]2[CH:19]=[CH:18][CH:17]=[CH:16][CH:15]=2)(=[O:13])=[O:12])=[CH:4][CH:3]=1.[O:25]1[C:29]2([CH2:34][CH2:33][CH:32](CS([O-])(=O)=O)[CH2:31][CH2:30]2)[O:28][CH2:27][CH2:26]1. (6) Given the product [C:1]1([N:7]2[CH:12]=[CH:11][C:10]([CH2:13][C:14]3[N:15]=[N:16][NH:17][CH:18]=3)=[C:9]([OH:19])[C:8]2=[S:21])[CH:2]=[CH:3][CH:4]=[CH:5][CH:6]=1, predict the reactants needed to synthesize it. The reactants are: [C:1]1([N:7]2[CH:12]=[CH:11][C:10]([CH2:13][C:14]3[N:15]=[N:16][NH:17][CH:18]=3)=[C:9]([O:19]C)[C:8]2=[S:21])[CH:6]=[CH:5][CH:4]=[CH:3][CH:2]=1.B(Br)(Br)Br.C(Cl)Cl. (7) Given the product [NH:7]1[C:8]2[C:4](=[CH:3][CH:2]=[CH:10][CH:9]=2)[CH:5]=[CH:6]1, predict the reactants needed to synthesize it. The reactants are: F[C:2]1[CH:3]=[C:4]2[C:8](=[CH:9][C:10]=1OC)[NH:7][CH:6]=[C:5]2CCO.O1C=CCC1.Cl.FC1C=CC(NN)=CC=1OC.S(=O)(=O)(O)O.